This data is from Full USPTO retrosynthesis dataset with 1.9M reactions from patents (1976-2016). The task is: Predict the reactants needed to synthesize the given product. (1) Given the product [CH2:26]([N:6]([C:7]1[N:11]([CH3:12])[N:10]=[N:9][N:8]=1)[C:4](=[O:5])[C:3]1[CH:13]=[CH:14][C:15]([C:21]([F:24])([F:22])[F:23])=[C:16]([S:17]([CH3:20])(=[O:19])=[O:18])[C:2]=1[CH3:1])[CH3:27], predict the reactants needed to synthesize it. The reactants are: [CH3:1][C:2]1[C:16]([S:17]([CH3:20])(=[O:19])=[O:18])=[C:15]([C:21]([F:24])([F:23])[F:22])[CH:14]=[CH:13][C:3]=1[C:4]([NH:6][C:7]1[N:11]([CH3:12])[N:10]=[N:9][N:8]=1)=[O:5].I[CH2:26][CH3:27].C(=O)([O-])[O-].[K+].[K+]. (2) Given the product [CH3:35][C:24]1[C:25]([C:26]2[CH:34]=[CH:33][C:29]([C:30]([NH:19][C:3]3[CH:4]=[CH:5][C:6]([N:8]4[CH2:12][CH2:11][CH:10]([N:13]5[CH2:17][CH2:16][CH2:15][CH:14]5[CH3:18])[CH2:9]4)=[CH:7][C:2]=3[CH3:1])=[O:31])=[CH:28][CH:27]=2)=[C:21]([CH3:20])[NH:22][N:23]=1, predict the reactants needed to synthesize it. The reactants are: [CH3:1][C:2]1[CH:7]=[C:6]([N:8]2[CH2:12][CH2:11][CH:10]([N:13]3[CH2:17][CH2:16][CH2:15][CH:14]3[CH3:18])[CH2:9]2)[CH:5]=[CH:4][C:3]=1[NH2:19].[CH3:20][C:21]1[C:25]([C:26]2[CH:34]=[CH:33][C:29]([C:30](O)=[O:31])=[CH:28][CH:27]=2)=[C:24]([CH3:35])[NH:23][N:22]=1. (3) Given the product [C:1]([C:3]1[CH:4]=[CH:5][C:6]([N:14]2[CH:18]=[CH:17][N:16]=[CH:15]2)=[C:7]([CH:12]=1)[C:8]([O:10][CH3:11])=[O:9])#[N:2], predict the reactants needed to synthesize it. The reactants are: [C:1]([C:3]1[CH:4]=[CH:5][C:6](F)=[C:7]([CH:12]=1)[C:8]([O:10][CH3:11])=[O:9])#[N:2].[NH:14]1[CH:18]=[CH:17][N:16]=[CH:15]1. (4) Given the product [NH2:42][CH:39]1[CH2:40][CH2:41][N:37]([C:35](=[O:36])[CH2:34][C:31]2[CH:32]=[CH:33][C:25]3[NH:24][C:23]4[CH:50]=[C:19]([C:12]5[CH:13]=[CH:14][C:15]([N+:16]([O-:18])=[O:17])=[C:10]([O:9][CH3:8])[CH:11]=5)[CH:20]=[CH:21][C:22]=4[C:28](=[O:29])[NH:27][C:26]=3[CH:30]=2)[CH2:38]1, predict the reactants needed to synthesize it. The reactants are: FC(F)(F)C(O)=O.[CH3:8][O:9][C:10]1[CH:11]=[C:12]([C:19]2[CH:20]=[CH:21][C:22]3[C:28](=[O:29])[NH:27][C:26]4[CH:30]=[C:31]([CH2:34][C:35]([N:37]5[CH2:41][CH2:40][CH:39]([NH:42]C(=O)OC(C)(C)C)[CH2:38]5)=[O:36])[CH:32]=[CH:33][C:25]=4[NH:24][C:23]=3[CH:50]=2)[CH:13]=[CH:14][C:15]=1[N+:16]([O-:18])=[O:17]. (5) Given the product [F:38][C:2]([F:1])([F:37])[C:3]([C:9]1[CH:14]=[CH:13][C:12]([C:15]2[S:19][C:18]([C:20]([NH:39][CH2:40][C:41]([OH:43])([CH3:44])[CH3:42])=[O:21])=[N:17][C:16]=2[C:25]([N:27]2[CH2:31][CH2:30][CH2:29][C@@H:28]2[CH3:32])=[O:26])=[C:11]([C:33]([F:36])([F:34])[F:35])[CH:10]=1)([OH:8])[C:4]([F:5])([F:6])[F:7], predict the reactants needed to synthesize it. The reactants are: [F:1][C:2]([F:38])([F:37])[C:3]([C:9]1[CH:14]=[CH:13][C:12]([C:15]2[S:19][C:18]([C:20](OCC)=[O:21])=[N:17][C:16]=2[C:25]([N:27]2[CH2:31][CH2:30][CH2:29][C@@H:28]2[CH3:32])=[O:26])=[C:11]([C:33]([F:36])([F:35])[F:34])[CH:10]=1)([OH:8])[C:4]([F:7])([F:6])[F:5].[NH2:39][CH2:40][C:41]([CH3:44])([OH:43])[CH3:42]. (6) Given the product [Br:1][C:2]1[CH:3]=[N:4][CH:5]=[C:6]([O:8][CH:9]([CH3:11])[CH3:10])[CH:7]=1, predict the reactants needed to synthesize it. The reactants are: [Br:1][C:2]1[CH:3]=[N:4][CH:5]=[C:6]([OH:8])[CH:7]=1.[CH:9](O)([CH3:11])[CH3:10]. (7) Given the product [O:1]=[C:2]1[C:7]([CH2:8][C:9]2[CH:14]=[CH:13][C:12]([C:15]3[C:16]([C:21]#[N:22])=[CH:17][CH:18]=[CH:19][CH:20]=3)=[CH:11][CH:10]=2)=[C:6]([CH2:23][CH2:24][CH3:25])[N:5]2[N:26]=[CH:27][N:28]=[C:4]2[N:3]1[C@H:29]1[CH2:30][CH2:31][C@H:32]([O:35][CH2:36][C:37]([OH:39])([CH3:38])[C:42]([F:45])([F:44])[F:43])[CH2:33][CH2:34]1, predict the reactants needed to synthesize it. The reactants are: [O:1]=[C:2]1[C:7]([CH2:8][C:9]2[CH:14]=[CH:13][C:12]([C:15]3[C:16]([C:21]#[N:22])=[CH:17][CH:18]=[CH:19][CH:20]=3)=[CH:11][CH:10]=2)=[C:6]([CH2:23][CH2:24][CH3:25])[N:5]2[N:26]=[CH:27][N:28]=[C:4]2[N:3]1[C@H:29]1[CH2:34][CH2:33][C@H:32]([O:35][CH2:36][C:37](=[O:39])[CH3:38])[CH2:31][CH2:30]1.C[Si](C)(C)[C:42]([F:45])([F:44])[F:43].[F-].C([N+](CCCC)(CCCC)CCCC)CCC.Cl. (8) Given the product [Cl:1][C:2]1[N:7]=[C:6]([NH:8][C:9]2[CH:14]=[CH:13][CH:12]=[CH:11][C:10]=2[NH:15][C:29]([CH:26]2[CH2:28][CH2:27]2)=[O:30])[C:5]([Cl:16])=[CH:4][N:3]=1, predict the reactants needed to synthesize it. The reactants are: [Cl:1][C:2]1[N:7]=[C:6]([NH:8][C:9]2[C:10]([NH2:15])=[CH:11][CH:12]=[CH:13][CH:14]=2)[C:5]([Cl:16])=[CH:4][N:3]=1.C(N(C(C)C)CC)(C)C.[CH:26]1([C:29](Cl)=[O:30])[CH2:28][CH2:27]1.